From a dataset of Peptide-MHC class II binding affinity with 134,281 pairs from IEDB. Regression. Given a peptide amino acid sequence and an MHC pseudo amino acid sequence, predict their binding affinity value. This is MHC class II binding data. (1) The peptide sequence is AESLVGFLFYQKTGE. The MHC is DRB1_0101 with pseudo-sequence DRB1_0101. The binding affinity (normalized) is 0.241. (2) The peptide sequence is LERFAVNPGLL. The MHC is DRB1_0405 with pseudo-sequence DRB1_0405. The binding affinity (normalized) is 0.0683. (3) The peptide sequence is ESLNVLLDNRSNHYE. The MHC is DRB1_0101 with pseudo-sequence DRB1_0101. The binding affinity (normalized) is 0.416. (4) The peptide sequence is KIISRCQVCMKKRH. The MHC is DRB1_1501 with pseudo-sequence DRB1_1501. The binding affinity (normalized) is 0. (5) The peptide sequence is KPVSQMRMATPLLMRPM. The MHC is H-2-IAs with pseudo-sequence H-2-IAs. The binding affinity (normalized) is 0.680.